This data is from Experimentally validated miRNA-target interactions with 360,000+ pairs, plus equal number of negative samples. The task is: Binary Classification. Given a miRNA mature sequence and a target amino acid sequence, predict their likelihood of interaction. (1) The miRNA is cel-miR-785-3p with sequence UAAGUGAAUUGUUUUGUGUAGA. The protein sequence of the target gene is MAECGRGGAAGGALPTSPGPALGAKGALKAGVGEGGGGGGRLGHGRARYDSGGVSNGDCSLGVSGDEARASPTRGPRGVALAPTPSAVVCTLPRESKPGGLPRRSSIIKDGTKQKRERKKTVSFSSMPTEKKISSASDCINSMVEGSELKKVRSNSRIYHRYFLLDADMQSLRWEPSKKDSEKAKIDIKSIKEVRTGKNTDIFRSNGISDQISEDCAFSVIYGENYESLDLVANSADVANIWVTGLRYLISYGKHTLDMLESSQDNMRTSWVSQMFSEIDVDNLGHITLCNAVQCIRNLN.... Result: 0 (no interaction). (2) The miRNA is mmu-miR-20b-5p with sequence CAAAGUGCUCAUAGUGCAGGUAG. The protein sequence of the target gene is MAVDIQYSYSSMAPSLRRERFTFKISPKLSKPLRPCIQLGSKDEASGMVAPAVQEKKVKKRVSFADNQGLALTMVKVFSEFDDPLDIPFNITELLDNIVSLTTAESESFVLDFPQPSADYLDFRNRLQTNHVCLENCVLKDKAIAGTVKVQNLAFEKVVKIRMTFDTWKSFTDFPCQYVKDTYAGSDRDTFSFDISLPEKIQSYERMEFAVCYECNGQAYWDSNKGKNYRITRAELRSSPGKIEPYNGPDFGISFDQFGSPRCSFGLFPEWPSYLGYEKLGPYY. Result: 1 (interaction).